From a dataset of Reaction yield outcomes from USPTO patents with 853,638 reactions. Predict the reaction yield, written as a fraction of the theoretical maximum amount of product (1.0 means a 100% yield; for example, 0.34 means a 34% yield). (1) The reactants are [C:1]1([S:7](Cl)(=[O:9])=[O:8])[CH:6]=[CH:5][CH:4]=[CH:3][CH:2]=1.[NH:11]1[C:19]2[C:14](=[CH:15][CH:16]=[CH:17][CH:18]=2)[CH2:13][CH2:12]1.CCN(CC)CC. The catalyst is CN(C1C=CN=CC=1)C.C(Cl)Cl. The product is [C:1]1([S:7]([N:11]2[C:19]3[C:14](=[CH:15][CH:16]=[CH:17][CH:18]=3)[CH2:13][CH2:12]2)(=[O:9])=[O:8])[CH:6]=[CH:5][CH:4]=[CH:3][CH:2]=1. The yield is 0.960. (2) The reactants are Cl[CH2:2][C:3]([NH:5][C:6]1[N:11]=[C:10]2[N:12]([CH2:24][CH3:25])[C:13]([C:15]([N:17]([CH:21]3[CH2:23][CH2:22]3)[CH:18]3[CH2:20][CH2:19]3)=[O:16])=[CH:14][C:9]2=[C:8]2[N:26]([CH3:29])[CH:27]=[N:28][C:7]=12)=O.[C:30]([NH2:33])(=[S:32])[CH3:31]. The catalyst is CN(C=O)C. The product is [CH:18]1([N:17]([CH:21]2[CH2:23][CH2:22]2)[C:15]([C:13]2[N:12]([CH2:24][CH3:25])[C:10]3=[N:11][C:6]([NH:5][C:3]4[N:33]=[C:30]([CH3:31])[S:32][CH:2]=4)=[C:7]4[N:28]=[CH:27][N:26]([CH3:29])[C:8]4=[C:9]3[CH:14]=2)=[O:16])[CH2:20][CH2:19]1. The yield is 0.0660. (3) The reactants are [C:1]1([CH2:7][CH2:8][NH:9][S:10]([C:13]2[CH:18]=[CH:17][C:16]([NH:19]C(=O)C)=[CH:15][CH:14]=2)(=[O:12])=[O:11])[CH:6]=[CH:5][CH:4]=[CH:3][CH:2]=1. The catalyst is O1CCOCC1. The product is [C:1]1([CH2:7][CH2:8][NH:9][S:10]([C:13]2[CH:14]=[CH:15][C:16]([NH2:19])=[CH:17][CH:18]=2)(=[O:12])=[O:11])[CH:2]=[CH:3][CH:4]=[CH:5][CH:6]=1. The yield is 0.830. (4) The reactants are [Br:1][C:2]1[CH:3]=[C:4]([CH:6]=[CH:7][CH:8]=1)[NH2:5].N1C(C)=CC=CC=1C.[C:17](Cl)(=[O:26])[CH:18]=[CH:19][C:20]1[CH:25]=[CH:24][CH:23]=[CH:22][CH:21]=1. The catalyst is ClCCl. The product is [Br:1][C:2]1[CH:3]=[C:4]([NH:5][C:17](=[O:26])/[CH:18]=[CH:19]/[C:20]2[CH:25]=[CH:24][CH:23]=[CH:22][CH:21]=2)[CH:6]=[CH:7][CH:8]=1. The yield is 0.920. (5) The reactants are [Br:1][C:2]1[CH:3]=[CH:4][C:5]([N+:10]([O-])=O)=[C:6]([CH:9]=1)[CH:7]=O.O.O.[Sn](Cl)Cl.[CH2:18]([O:20][C:21](=[O:30])[CH2:22][CH:23](OCC)OCC)[CH3:19]. The catalyst is C(O)C. The product is [Br:1][C:2]1[CH:9]=[C:6]2[C:5](=[CH:4][CH:3]=1)[N:10]=[CH:23][C:22]([C:21]([O:20][CH2:18][CH3:19])=[O:30])=[CH:7]2. The yield is 0.600.